Task: Predict the reaction yield, written as a fraction of the theoretical maximum amount of product (1.0 means a 100% yield; for example, 0.34 means a 34% yield).. Dataset: Reaction yield outcomes from USPTO patents with 853,638 reactions (1) The reactants are [Br:1][C:2]1[CH:3]=[CH:4][C:5]([OH:21])=[C:6]([C:8]([C:10]2[CH:11]=[N:12][N:13]([C:15]3[CH:20]=[CH:19][CH:18]=[CH:17][CH:16]=3)[CH:14]=2)=[O:9])[CH:7]=1.Br[CH2:23][C:24]([O:26][CH2:27][CH3:28])=[O:25]. No catalyst specified. The product is [Br:1][C:2]1[CH:3]=[CH:4][C:5]([O:21][CH2:23][C:24]([O:26][CH2:27][CH3:28])=[O:25])=[C:6]([C:8]([C:10]2[CH:11]=[N:12][N:13]([C:15]3[CH:20]=[CH:19][CH:18]=[CH:17][CH:16]=3)[CH:14]=2)=[O:9])[CH:7]=1. The yield is 1.00. (2) The reactants are [C:1]([O:5][C:6]([N:8]1[CH2:13][CH2:12][N:11]([C:14]2[C:19]([Cl:20])=[CH:18][CH:17]=[CH:16][C:15]=2[NH2:21])[CH2:10][CH2:9]1)=[O:7])([CH3:4])([CH3:3])[CH3:2].[CH3:22][S:23](Cl)(=[O:25])=[O:24].C(N(CC)CC)C.C([O-])(O)=O.[Na+]. The catalyst is C(Cl)Cl.CCOC(C)=O. The product is [C:1]([O:5][C:6]([N:8]1[CH2:13][CH2:12][N:11]([C:14]2[C:15]([NH:21][S:23]([CH3:22])(=[O:25])=[O:24])=[CH:16][CH:17]=[CH:18][C:19]=2[Cl:20])[CH2:10][CH2:9]1)=[O:7])([CH3:4])([CH3:2])[CH3:3]. The yield is 0.700.